This data is from Catalyst prediction with 721,799 reactions and 888 catalyst types from USPTO. The task is: Predict which catalyst facilitates the given reaction. (1) Reactant: [F:1][C:2]1([F:23])[CH2:7][CH2:6][CH:5]([CH2:8][C:9]2[N:13]3[C:14]([CH3:20])=[CH:15][C:16]([C:18]#[N:19])=[CH:17][C:12]3=[N:11][C:10]=2[CH2:21][OH:22])[CH2:4][CH2:3]1.C(N(CC)CC)C.[CH3:31][S:32](Cl)(=[O:34])=[O:33].C(=O)([O-])O.[Na+]. Product: [CH3:31][S:32]([O:22][CH2:21][C:10]1[N:11]=[C:12]2[CH:17]=[C:16]([C:18]#[N:19])[CH:15]=[C:14]([CH3:20])[N:13]2[C:9]=1[CH2:8][CH:5]1[CH2:6][CH2:7][C:2]([F:1])([F:23])[CH2:3][CH2:4]1)(=[O:34])=[O:33]. The catalyst class is: 1. (2) Reactant: C(=O)([O-])[O-].[K+].[K+].[I-].[K+].[F:9][C:10]([F:21])([F:20])[C:11]([NH:13][C:14]1[S:15][C:16]([CH3:19])=[CH:17][N:18]=1)=[O:12].Cl[CH2:23][C:24]1[C:33]2[C:28](=[CH:29][CH:30]=[CH:31][CH:32]=2)[CH:27]=[CH:26][CH:25]=1.[Cl-].[Na+]. Product: [F:21][C:10]([F:9])([F:20])[C:11](/[N:13]=[C:14]1\[S:15][C:16]([CH3:19])=[CH:17][N:18]\1[CH2:23][C:24]1[C:33]2[C:28](=[CH:29][CH:30]=[CH:31][CH:32]=2)[CH:27]=[CH:26][CH:25]=1)=[O:12]. The catalyst class is: 9. (3) Reactant: [OH:1][CH2:2][C:3]1[CH:4]=[C:5]([CH:18]=[C:19]([CH2:21][OH:22])[CH:20]=1)[O:6][CH2:7][CH2:8][N:9]([CH3:17])[C:10](=[O:16])[CH2:11][CH2:12][C:13]([OH:15])=[O:14].[CH3:23][Si](C=[N+]=[N-])(C)C.C(OCC)(=O)C.C(=O)([O-])O.[Na+]. Product: [CH3:23][O:14][C:13](=[O:15])[CH2:12][CH2:11][C:10]([N:9]([CH2:8][CH2:7][O:6][C:5]1[CH:4]=[C:3]([CH2:2][OH:1])[CH:20]=[C:19]([CH2:21][OH:22])[CH:18]=1)[CH3:17])=[O:16]. The catalyst class is: 130. (4) Reactant: [I:1][C:2]1[CH:10]=[C:9]2[C:5]([C:6]([C:11]([OH:14])([CH3:13])[CH3:12])=[N:7][NH:8]2)=[CH:4][CH:3]=1.[H-].[Na+].Cl[C:18]1[CH:23]=[CH:22][N:21]=[C:20]([NH2:24])[N:19]=1. Product: [NH2:24][C:20]1[N:21]=[C:22]([N:8]2[C:9]3[C:5](=[CH:4][CH:3]=[C:2]([I:1])[CH:10]=3)[C:6]([C:11]([OH:14])([CH3:12])[CH3:13])=[N:7]2)[CH:23]=[CH:18][N:19]=1. The catalyst class is: 3. (5) Reactant: [H-].[Na+].[NH:3]1[C:11]2[C:6](=[CH:7][CH:8]=[CH:9][CH:10]=2)[C:5]([CH:12]=[O:13])=[CH:4]1.[CH3:14][O:15][C:16](=[O:19])[CH2:17]Cl. Product: [CH3:14][O:15][C:16](=[O:19])[CH2:17][N:3]1[C:11]2[C:6](=[CH:7][CH:8]=[CH:9][CH:10]=2)[C:5]([CH:12]=[O:13])=[CH:4]1. The catalyst class is: 3.